This data is from Reaction yield outcomes from USPTO patents with 853,638 reactions. The task is: Predict the reaction yield, written as a fraction of the theoretical maximum amount of product (1.0 means a 100% yield; for example, 0.34 means a 34% yield). (1) The reactants are F[C:2]1[C:7]([N+:8]([O-:10])=[O:9])=[CH:6][C:5]([NH:11][C:12]2[N:17]=[C:16]([C:18]3[C:26]4[C:21](=[CH:22][CH:23]=[CH:24][CH:25]=4)[N:20]([CH3:27])[CH:19]=3)[CH:15]=[CH:14][N:13]=2)=[C:4]([O:28][CH3:29])[CH:3]=1.Cl.Cl.[CH3:32][N:33]1[CH2:40][CH2:39][CH2:38][C:34]21[CH2:37][NH:36][CH2:35]2.CCN(C(C)C)C(C)C. The catalyst is CC(N(C)C)=O. The product is [CH3:29][O:28][C:4]1[CH:3]=[C:2]([N:36]2[CH2:37][C:34]3([N:33]([CH3:32])[CH2:40][CH2:39][CH2:38]3)[CH2:35]2)[C:7]([N+:8]([O-:10])=[O:9])=[CH:6][C:5]=1[NH:11][C:12]1[N:17]=[C:16]([C:18]2[C:26]3[C:21](=[CH:22][CH:23]=[CH:24][CH:25]=3)[N:20]([CH3:27])[CH:19]=2)[CH:15]=[CH:14][N:13]=1. The yield is 0.550. (2) The reactants are CC([O-])(C)C.[K+].[C:7]1([S:13]([CH2:16][CH2:17][SH:18])(=[O:15])=[O:14])[CH:12]=[CH:11][CH:10]=[CH:9][CH:8]=1.Cl[C:20]1[C:29]([C:30]([NH:32][CH2:33][C:34]2[S:35][CH:36]=[CH:37][CH:38]=2)=[O:31])=[CH:28][C:27]2[C:22](=[CH:23][CH:24]=[CH:25][CH:26]=2)[N:21]=1.CCCCCC. The catalyst is CN(C=O)C. The product is [C:7]1([S:13]([CH2:16][CH2:17][S:18][C:20]2[C:29]([C:30]([NH:32][CH2:33][C:34]3[S:35][CH:36]=[CH:37][CH:38]=3)=[O:31])=[CH:28][C:27]3[C:22](=[CH:23][CH:24]=[CH:25][CH:26]=3)[N:21]=2)(=[O:15])=[O:14])[CH:8]=[CH:9][CH:10]=[CH:11][CH:12]=1. The yield is 0.700. (3) The reactants are C1CO[C:8]23OCC[O:12][C:3]2([C@:4]2([CH2:27][CH2:26][C@H:25]4[C@@H:15]([CH2:16]/[C:17](=[N:29]\[OH:30])/[C@:18]5([OH:28])[C@:23]4([CH3:24])[CH2:22][CH2:21][CH2:20][CH2:19]5)[C@@H:6]2[CH2:7]3)[CH3:5])O1.C=C1C2[C@](C)(CCC(=[O:50])C2)[C@@H]2[C@H]([C@H]3[C@@](CC2)(C)C(=O)CC3)C1. No catalyst specified. The product is [OH:28][C@:18]12[CH2:19][C:20](=[O:50])[CH2:21][CH2:22][C@:23]1([CH3:24])[C@@H:25]1[C@H:15]([C@H:6]3[C@@:4]([CH2:27][CH2:26]1)([CH3:5])[C:3](=[O:12])[CH2:8][CH2:7]3)[CH2:16]/[C:17]/2=[N:29]\[OH:30]. The yield is 0.800. (4) The reactants are Br[C:2]1[C:11]2[CH2:10][CH2:9][CH2:8][CH:7]([NH:12][C:13](=[O:16])[CH2:14][CH3:15])[C:6]=2[CH:5]=[N:4][CH:3]=1.[F:17][C:18]1[CH:23]=[CH:22][C:21](B(O)O)=[CH:20][C:19]=1[CH3:27]. No catalyst specified. The product is [F:17][C:18]1[CH:23]=[CH:22][C:21]([C:2]2[C:11]3[CH2:10][CH2:9][CH2:8][CH:7]([NH:12][C:13](=[O:16])[CH2:14][CH3:15])[C:6]=3[CH:5]=[N:4][CH:3]=2)=[CH:20][C:19]=1[CH3:27]. The yield is 0.820. (5) The reactants are [Cl:1][C:2]1[CH:17]=[CH:16][C:5]([CH2:6][N:7]2[C:12](=[O:13])[CH:11]=[CH:10][C:9]([CH:14]=[O:15])=[CH:8]2)=[CH:4][CH:3]=1.CC(C[AlH]CC(C)C)C.CCOC(C)=O. The catalyst is C1COCC1.O. The product is [Cl:1][C:2]1[CH:3]=[CH:4][C:5]([CH2:6][N:7]2[CH:8]=[C:9]([CH2:14][OH:15])[CH:10]=[CH:11][C:12]2=[O:13])=[CH:16][CH:17]=1. The yield is 0.320. (6) The reactants are [CH:1]1([CH:4]([OH:15])[CH2:5][O:6][CH2:7][CH:8]2[CH2:12][O:11]C(C)(C)[O:9]2)[CH2:3][CH2:2]1.Cl. The catalyst is CO. The product is [CH:1]1([CH:4]([OH:15])[CH2:5][O:6][CH2:7][CH:8]([OH:9])[CH2:12][OH:11])[CH2:2][CH2:3]1. The yield is 0.982.